Dataset: Full USPTO retrosynthesis dataset with 1.9M reactions from patents (1976-2016). Task: Predict the reactants needed to synthesize the given product. Given the product [Br:1][C:2]1[CH:3]=[CH:4][C:5]([O:12][C@H:13]([C:15]2[CH:20]=[CH:19][CH:18]=[CH:17][CH:16]=2)[CH3:14])=[C:6]([CH:11]=1)[C:7]([NH:36][C:37]1[CH:38]=[N:39][CH:40]=[CH:41][CH:42]=1)=[O:9], predict the reactants needed to synthesize it. The reactants are: [Br:1][C:2]1[CH:3]=[CH:4][C:5]([O:12][C@H:13]([C:15]2[CH:20]=[CH:19][CH:18]=[CH:17][CH:16]=2)[CH3:14])=[C:6]([CH:11]=1)[C:7]([O:9]C)=O.C[Si](C)(C)[O-].[K+].CCN(C(C)C)C(C)C.[NH2:36][C:37]1[CH:38]=[N:39][CH:40]=[CH:41][CH:42]=1.CN(C(ON1N=NC2C=CC=NC1=2)=[N+](C)C)C.F[P-](F)(F)(F)(F)F.